From a dataset of Full USPTO retrosynthesis dataset with 1.9M reactions from patents (1976-2016). Predict the reactants needed to synthesize the given product. (1) Given the product [C:14]1([CH2:13][CH2:12][CH2:11][NH:10][C:8]([C:7]2[CH:20]=[CH:21][C:4]([N:1]3[C:23]([CH2:30][CH2:31][CH3:32])=[C:24]([C:25]([OH:27])=[O:26])[N:3]=[N:2]3)=[CH:5][CH:6]=2)=[O:9])[CH:15]=[CH:16][CH:17]=[CH:18][CH:19]=1, predict the reactants needed to synthesize it. The reactants are: [N:1]([C:4]1[CH:21]=[CH:20][C:7]([C:8]([NH:10][CH2:11][CH2:12][CH2:13][C:14]2[CH:19]=[CH:18][CH:17]=[CH:16][CH:15]=2)=[O:9])=[CH:6][CH:5]=1)=[N+:2]=[N-:3].O=[C:23]([CH2:30][CH2:31][CH3:32])[CH2:24][C:25]([O:27]CC)=[O:26].[O-]CC.[Na+].O. (2) Given the product [C:1]([NH:4][CH2:5][CH2:6][NH:7][C:8]([C:10]1[C:18]2[N:17]=[C:16]([C:19]3[S:20][CH:21]=[CH:22][CH:23]=3)[NH:15][C:14]=2[C:13]([OH:24])=[CH:12][CH:11]=1)=[O:9])(=[O:3])[CH3:2], predict the reactants needed to synthesize it. The reactants are: [C:1]([NH:4][CH2:5][CH2:6][NH:7][C:8]([C:10]1[C:18]2[N:17]=[C:16]([C:19]3[S:20][CH:21]=[CH:22][CH:23]=3)[NH:15][C:14]=2[C:13]([O:24]C)=[CH:12][CH:11]=1)=[O:9])(=[O:3])[CH3:2].B(Br)(Br)Br. (3) Given the product [Cl:12][C:13]1[CH:14]=[C:15]2[C:20](=[CH:21][CH:22]=1)[CH:19]=[C:18]([S:23]([CH2:26][CH2:27][C:28]([N:30]1[CH2:35][CH2:34][CH:33]([NH:36][C:42]([C:40]3[N:39]=[CH:38][NH:37][CH:41]=3)=[O:43])[CH2:32][CH2:31]1)=[O:29])(=[O:25])=[O:24])[CH:17]=[CH:16]2, predict the reactants needed to synthesize it. The reactants are: CCN=C=NCCCN(C)C.[Cl:12][C:13]1[CH:14]=[C:15]2[C:20](=[CH:21][CH:22]=1)[CH:19]=[C:18]([S:23]([CH2:26][CH2:27][C:28]([N:30]1[CH2:35][CH2:34][CH:33]([NH2:36])[CH2:32][CH2:31]1)=[O:29])(=[O:25])=[O:24])[CH:17]=[CH:16]2.[NH:37]1[CH:41]=[C:40]([C:42](O)=[O:43])[N:39]=[CH:38]1.C1C=CC2N(O)N=NC=2C=1.C(=O)([O-])[O-].[K+].[K+]. (4) Given the product [CH2:24]([O:26][CH2:27][CH2:28][CH2:29][O:1][C:2]1[CH:3]=[C:4]([CH2:8][NH:9][C:10](=[O:18])[C:11]2[CH:16]=[CH:15][CH:14]=[N:13][C:12]=2[NH2:17])[CH:5]=[CH:6][CH:7]=1)[CH3:25], predict the reactants needed to synthesize it. The reactants are: [OH:1][C:2]1[CH:3]=[C:4]([CH2:8][NH:9][C:10](=[O:18])[C:11]2[CH:16]=[CH:15][CH:14]=[N:13][C:12]=2[NH2:17])[CH:5]=[CH:6][CH:7]=1.CS(O)(=O)=O.[CH2:24]([O:26][CH2:27][CH2:28][CH3:29])[CH3:25].C(=O)([O-])[O-].[Cs+].[Cs+].CN(C=O)C.